Dataset: Peptide-MHC class I binding affinity with 185,985 pairs from IEDB/IMGT. Task: Regression. Given a peptide amino acid sequence and an MHC pseudo amino acid sequence, predict their binding affinity value. This is MHC class I binding data. (1) The binding affinity (normalized) is 0.342. The peptide sequence is SQIRRFNLR. The MHC is HLA-A03:01 with pseudo-sequence HLA-A03:01. (2) The peptide sequence is HSYGIDLKSY. The binding affinity (normalized) is 0.435. The MHC is HLA-A26:01 with pseudo-sequence HLA-A26:01.